From a dataset of NCI-60 drug combinations with 297,098 pairs across 59 cell lines. Regression. Given two drug SMILES strings and cell line genomic features, predict the synergy score measuring deviation from expected non-interaction effect. Drug 1: C1=CC(=C2C(=C1NCCNCCO)C(=O)C3=C(C=CC(=C3C2=O)O)O)NCCNCCO. Drug 2: COC1=CC(=CC(=C1O)OC)C2C3C(COC3=O)C(C4=CC5=C(C=C24)OCO5)OC6C(C(C7C(O6)COC(O7)C8=CC=CS8)O)O. Cell line: NCI-H322M. Synergy scores: CSS=20.6, Synergy_ZIP=-2.10, Synergy_Bliss=0.700, Synergy_Loewe=-9.25, Synergy_HSA=2.38.